This data is from Catalyst prediction with 721,799 reactions and 888 catalyst types from USPTO. The task is: Predict which catalyst facilitates the given reaction. (1) Reactant: [N:1]([C@@H:4]([C@H:7]1[CH2:11][CH2:10][CH2:9][O:8]1)[CH2:5][CH3:6])=[N+]=[N-].C1(P([C:25]2[CH:30]=[CH:29]C=CC=2)C2C=CC=CC=2)C=CC=CC=1.[C:31](=[O:34])(O)[O-:32].[Na+].[CH3:36]COC(C)=O. Product: [O:8]1[CH2:9][CH2:10][CH2:11][C@@H:7]1[C@H:4]([NH:1][C:31](=[O:34])[O:32][C:30]([CH3:29])([CH3:25])[CH3:36])[CH2:5][CH3:6]. The catalyst class is: 1. (2) Reactant: C([O:7][CH2:8][C@@H:9]([C:34]1[CH:39]=[CH:38][C:37]([C:40]([F:43])([F:42])[F:41])=[CH:36][CH:35]=1)[C@H:10]([NH:26][C:27]([O:29][C:30]([CH3:33])([CH3:32])[CH3:31])=[O:28])[CH2:11][N:12]([C:20]1[S:21][C:22]([Br:25])=[CH:23][N:24]=1)[C:13]([O:15][C:16]([CH3:19])([CH3:18])[CH3:17])=[O:14])(=O)C(C)(C)C.[Li+].[B-](CC)(CC)CC. Product: [C:27]([NH:26][C@H:10]([CH2:11][N:12]([C:20]1[S:21][C:22]([Br:25])=[CH:23][N:24]=1)[C:13]([O:15][C:16]([CH3:17])([CH3:18])[CH3:19])=[O:14])[C@H:9]([C:34]1[CH:39]=[CH:38][C:37]([C:40]([F:41])([F:42])[F:43])=[CH:36][CH:35]=1)[CH2:8][OH:7])([O:29][C:30]([CH3:31])([CH3:32])[CH3:33])=[O:28]. The catalyst class is: 1. (3) Reactant: [CH:1]1([O:6][C:7]2[CH:11]=[CH:10][S:9][CH:8]=2)[CH2:5][CH2:4][CH2:3][CH2:2]1.S(Cl)([Cl:15])(=O)=O. Product: [Cl:15][C:8]1[S:9][CH:10]=[CH:11][C:7]=1[O:6][CH:1]1[CH2:2][CH2:3][CH2:4][CH2:5]1. The catalyst class is: 4. (4) Reactant: C[O:2][C:3](=[O:10])[CH2:4][CH2:5][C:6]([CH3:9])([CH3:8])[CH3:7].[OH-].[Na+]. Product: [CH3:7][C:6]([CH3:9])([CH3:8])[CH2:5][CH2:4][C:3]([OH:10])=[O:2]. The catalyst class is: 232. (5) Reactant: [OH:1][C@H:2]([C:24]1[C:33]2[C:28](=[CH:29][CH:30]=[C:31]([O:34][CH3:35])[CH:32]=2)[N:27]=[CH:26][CH:25]=1)[CH2:3][CH2:4][C@@H:5]1[CH2:10][CH2:9][N:8]([CH:11]2[CH2:14][CH:13]([C:15]3[CH:20]=[CH:19][CH:18]=[CH:17][CH:16]=3)[CH2:12]2)[CH2:7][C@@H:6]1[C:21]([NH2:23])=O.[OH-].C(CC[N+](S(=O)(=O)NC(O)=O)(CC)CC)C. Product: [OH:1][C@H:2]([C:24]1[C:33]2[C:28](=[CH:29][CH:30]=[C:31]([O:34][CH3:35])[CH:32]=2)[N:27]=[CH:26][CH:25]=1)[CH2:3][CH2:4][C@@H:5]1[CH2:10][CH2:9][N:8]([CH:11]2[CH2:12][CH:13]([C:15]3[CH:20]=[CH:19][CH:18]=[CH:17][CH:16]=3)[CH2:14]2)[CH2:7][C@@H:6]1[C:21]#[N:23]. The catalyst class is: 6. (6) Reactant: C([O:4][CH2:5][CH2:6][O:7][C:8]1[C:12]([C:13]2[CH:18]=[CH:17][C:16]([CH3:19])=[CH:15][CH:14]=2)=[C:11]([N:20](S(C2C=CC(C(C)(C)C)=CC=2)(=O)=O)[S:21]([C:24]2[CH:29]=[CH:28][C:27]([C:30]([CH3:33])([CH3:32])[CH3:31])=[CH:26][CH:25]=2)(=[O:23])=[O:22])[N:10]([CH2:47][C:48]2[CH:53]=[CH:52][CH:51]=[CH:50][CH:49]=2)[N:9]=1)(=O)C.[OH-].[Na+]. Product: [CH2:47]([N:10]1[C:11]([NH:20][S:21]([C:24]2[CH:29]=[CH:28][C:27]([C:30]([CH3:33])([CH3:32])[CH3:31])=[CH:26][CH:25]=2)(=[O:23])=[O:22])=[C:12]([C:13]2[CH:18]=[CH:17][C:16]([CH3:19])=[CH:15][CH:14]=2)[C:8]([O:7][CH2:6][CH2:5][OH:4])=[N:9]1)[C:48]1[CH:53]=[CH:52][CH:51]=[CH:50][CH:49]=1. The catalyst class is: 8.